This data is from Full USPTO retrosynthesis dataset with 1.9M reactions from patents (1976-2016). The task is: Predict the reactants needed to synthesize the given product. (1) Given the product [C:8]([C:6]1[CH:7]=[C:2]([Cl:1])[C:3]([N:14]2[CH2:19][CH2:18][N:17]([C:20]([O:22][C:23]([CH3:26])([CH3:24])[CH3:25])=[O:21])[CH2:16][CH2:15]2)=[N:4][CH:5]=1)(=[O:9])[CH2:30][CH2:29][CH3:33], predict the reactants needed to synthesize it. The reactants are: [Cl:1][C:2]1[C:3]([N:14]2[CH2:19][CH2:18][N:17]([C:20]([O:22][C:23]([CH3:26])([CH3:25])[CH3:24])=[O:21])[CH2:16][CH2:15]2)=[N:4][CH:5]=[C:6]([C:8](N(OC)C)=[O:9])[CH:7]=1.[Cl-].Cl.[CH2:29]1[CH2:33]OC[CH2:30]1. (2) Given the product [C:41]([C:10]1[C:11]2[CH2:12][C@@H:13]3[C@@H:18]([CH2:19][C:20]=2[S:21][C:9]=1[N:8]([CH3:43])[C:6](=[O:7])[O:5][C:1]([CH3:2])([CH3:3])[CH3:4])[N:17]([CH3:22])[CH2:16][C@H:15]([C:23]([N:25]([C:26](=[O:37])[NH:44][CH2:45][CH2:46][CH2:47][N:48]([CH3:50])[CH3:49])[CH2:38][CH2:39][CH3:40])=[O:24])[CH2:14]3)#[N:42], predict the reactants needed to synthesize it. The reactants are: [C:1]([O:5][C:6]([N:8]([CH3:43])[C:9]1[S:21][C:20]2[CH2:19][C@@H:18]3[C@H:13]([CH2:14][C@@H:15]([C:23]([N:25]([CH2:38][CH2:39][CH3:40])[C:26](=[O:37])OC4C=CC([N+]([O-])=O)=CC=4)=[O:24])[CH2:16][N:17]3[CH3:22])[CH2:12][C:11]=2[C:10]=1[C:41]#[N:42])=[O:7])([CH3:4])([CH3:3])[CH3:2].[NH2:44][CH2:45][CH2:46][CH2:47][N:48]([CH3:50])[CH3:49]. (3) Given the product [C:1]([O:5][C:6]([N:8]1[CH2:12][CH2:11][CH:10]([O:13][C:15]2[N:20]=[CH:19][C:18]([Br:21])=[CH:17][N:16]=2)[CH2:9]1)=[O:7])([CH3:4])([CH3:2])[CH3:3], predict the reactants needed to synthesize it. The reactants are: [C:1]([O:5][C:6]([N:8]1[CH2:12][CH2:11][CH:10]([OH:13])[CH2:9]1)=[O:7])([CH3:4])([CH3:3])[CH3:2].Cl[C:15]1[N:20]=[CH:19][C:18]([Br:21])=[CH:17][N:16]=1. (4) The reactants are: [NH2:1][C:2]1[CH:14]=[C:13]([C:15]2[CH:20]=[CH:19][CH:18]=[C:17]([O:21][C:22]([O:24][C:25]([CH3:28])([CH3:27])[CH3:26])=[O:23])[CH:16]=2)[CH:12]=[CH:11][C:3]=1[C:4]([O:6][C:7]([CH3:10])([CH3:9])[CH3:8])=[O:5].C(=O)([O-])[O-].[Cs+].[Cs+].I[C:36]1[CH:41]=[CH:40][C:39]2[O:42][CH2:43][O:44][C:38]=2[CH:37]=1.C1(P(C2CCCCC2)C2C=CC=CC=2C2C(C(C)C)=CC(C(C)C)=CC=2C(C)C)CCCCC1.C(O)(=O)CC(CC(O)=O)(C(O)=O)O. Given the product [O:42]1[C:39]2[CH:40]=[CH:41][C:36]([NH:1][C:2]3[CH:14]=[C:13]([C:15]4[CH:20]=[CH:19][CH:18]=[C:17]([O:21][C:22]([O:24][C:25]([CH3:28])([CH3:27])[CH3:26])=[O:23])[CH:16]=4)[CH:12]=[CH:11][C:3]=3[C:4]([O:6][C:7]([CH3:10])([CH3:9])[CH3:8])=[O:5])=[CH:37][C:38]=2[O:44][CH2:43]1, predict the reactants needed to synthesize it.